From a dataset of Full USPTO retrosynthesis dataset with 1.9M reactions from patents (1976-2016). Predict the reactants needed to synthesize the given product. (1) Given the product [CH2:4]([C@H:5]1[C@@H:15]([C:16]([O:18][CH3:19])=[O:17])[CH:14]=[C:13]([CH:20]2[CH2:25][CH2:24][CH2:23][CH2:22][CH2:21]2)[O:12][C:6]1=[O:7])[C:3]1[CH:8]=[CH:9][CH:10]=[CH:11][CH:2]=1, predict the reactants needed to synthesize it. The reactants are: Cl[C:2]1[CH:11]=[CH:10][CH:9]=[CH:8][C:3]=1[CH2:4][CH2:5][CH:6]=[O:7].[O:12]=[C:13]([CH:20]1[CH2:25][CH2:24][CH2:23][CH2:22][CH2:21]1)/[CH:14]=[CH:15]/[C:16]([O:18][CH3:19])=[O:17]. (2) Given the product [CH2:1]([N:8]1[C:15]([NH2:16])=[C:14]([NH2:17])[C:12](=[O:13])[N:11]([CH2:19][CH2:20][CH3:21])[C:9]1=[O:10])[C:2]1[CH:3]=[CH:4][CH:5]=[CH:6][CH:7]=1, predict the reactants needed to synthesize it. The reactants are: [CH2:1]([N:8]1[C:15]([NH2:16])=[C:14]([N:17]=O)[C:12](=[O:13])[N:11]([CH2:19][CH2:20][CH3:21])[C:9]1=[O:10])[C:2]1[CH:7]=[CH:6][CH:5]=[CH:4][CH:3]=1.S(S([O-])=O)([O-])=O.[Na+].[Na+]. (3) Given the product [CH3:41][O:42][C:43]([C:45]1[CH:50]=[CH:49][C:48]([C:4]2[CH:5]=[C:6]([Cl:32])[C:7]([CH2:8][C@@H:9]3[CH2:13][CH2:12][N:11]([N:14]4[CH2:19][CH2:18][CH:17]([O:20][Si:21]([CH:22]([CH3:24])[CH3:23])([CH:28]([CH3:29])[CH3:30])[CH:25]([CH3:27])[CH3:26])[CH2:16][CH2:15]4)[C:10]3=[O:31])=[C:2]([Cl:1])[CH:3]=2)=[CH:47][CH:46]=1)=[O:44], predict the reactants needed to synthesize it. The reactants are: [Cl:1][C:2]1[CH:3]=[C:4](OS(C(F)(F)F)(=O)=O)[CH:5]=[C:6]([Cl:32])[C:7]=1[CH2:8][C@@H:9]1[CH2:13][CH2:12][N:11]([N:14]2[CH2:19][CH2:18][CH:17]([O:20][Si:21]([CH:28]([CH3:30])[CH3:29])([CH:25]([CH3:27])[CH3:26])[CH:22]([CH3:24])[CH3:23])[CH2:16][CH2:15]2)[C:10]1=[O:31].[CH3:41][O:42][C:43]([C:45]1[CH:50]=[CH:49][C:48](B(O)O)=[CH:47][CH:46]=1)=[O:44].C(=O)([O-])[O-].[Na+].[Na+]. (4) Given the product [NH2:7][C:6]1[CH:5]=[CH:4][C:3]([NH:8][C:16]([NH:15][C:9]2[CH:14]=[CH:13][CH:12]=[CH:11][CH:10]=2)=[O:17])=[CH:2][CH:1]=1.[CH:5]1[C:6]([NH2:7])=[CH:1][CH:2]=[C:3]([NH2:8])[CH:4]=1, predict the reactants needed to synthesize it. The reactants are: [CH:1]1[C:6]([NH2:7])=[CH:5][CH:4]=[C:3]([NH2:8])[CH:2]=1.[C:9]1([N:15]=[C:16]=[O:17])[CH:14]=[CH:13][CH:12]=[CH:11][CH:10]=1. (5) Given the product [CH3:8][C:6]1[C:5]([CH2:9][C:10]([O:12][CH3:13])=[O:11])=[C:4]([C:14]2[CH:19]=[CH:18][CH:17]=[CH:16][CH:15]=2)[N:3]=[C:2]([C:20]2[CH:25]=[CH:24][CH:23]=[CH:22][CH:21]=2)[N:7]=1, predict the reactants needed to synthesize it. The reactants are: Cl[C:2]1[N:7]=[C:6]([CH3:8])[C:5]([CH2:9][C:10]([O:12][CH3:13])=[O:11])=[C:4]([C:14]2[CH:19]=[CH:18][CH:17]=[CH:16][CH:15]=2)[N:3]=1.[C:20]1(B(O)O)[CH:25]=[CH:24][CH:23]=[CH:22][CH:21]=1.C(N(CC)C(C)C)(C)C. (6) The reactants are: [C:1]([CH:3]1[CH2:5][CH2:4]1)#[CH:2].C(N(CC)CC)C.Br[C:14]1[CH:35]=[CH:34][C:17]([C:18]([NH:20][S:21]([C:24]2[CH:29]=[CH:28][CH:27]=[CH:26][C:25]=2[S:30](=[O:33])(=[O:32])[NH2:31])(=[O:23])=[O:22])=[O:19])=[CH:16][C:15]=1[O:36][CH3:37]. Given the product [CH:3]1([C:1]#[C:2][C:14]2[CH:35]=[CH:34][C:17]([C:18]([NH:20][S:21]([C:24]3[CH:29]=[CH:28][CH:27]=[CH:26][C:25]=3[S:30](=[O:32])(=[O:33])[NH2:31])(=[O:22])=[O:23])=[O:19])=[CH:16][C:15]=2[O:36][CH3:37])[CH2:5][CH2:4]1, predict the reactants needed to synthesize it. (7) Given the product [ClH:45].[O:38]1[C:37]2[CH:42]=[CH:43][C:34]([CH2:33][NH:7][CH:8]3[CH2:13][CH2:12][N:11]([CH2:14][CH2:15][N:16]4[C:25]5[C:20](=[C:21]([CH:28]([OH:31])[CH2:29][CH3:30])[CH:22]=[C:23]([O:26][CH3:27])[CH:24]=5)[CH:19]=[CH:18][C:17]4=[O:32])[CH2:10][CH2:9]3)=[CH:35][C:36]=2[O:41][CH2:40][CH2:39]1, predict the reactants needed to synthesize it. The reactants are: C(OC(=O)[N:7]([CH2:33][C:34]1[CH:43]=[CH:42][C:37]2[O:38][CH2:39][CH2:40][O:41][C:36]=2[CH:35]=1)[CH:8]1[CH2:13][CH2:12][N:11]([CH2:14][CH2:15][N:16]2[C:25]3[C:20](=[C:21]([CH:28]([OH:31])[CH2:29][CH3:30])[CH:22]=[C:23]([O:26][CH3:27])[CH:24]=3)[CH:19]=[CH:18][C:17]2=[O:32])[CH2:10][CH2:9]1)(C)(C)C.[ClH:45].O1CCOCC1. (8) Given the product [NH2:8][CH2:7][CH:6]([CH2:16][C:17]1[CH:22]=[CH:21][C:20]([O:23][CH2:24][CH2:25][O:26][C:27]2[C:32]([Cl:33])=[CH:31][C:30]([CH3:34])=[CH:29][C:28]=2[Cl:35])=[CH:19][CH:18]=1)[C:5]([N:4]([CH:1]1[CH2:2][CH2:3]1)[CH2:37][C:38]1[CH:43]=[C:42]([O:44][CH2:45][CH2:46][N:47]2[CH2:48][CH2:49][CH2:50][CH2:51]2)[CH:41]=[C:40]([CH2:52][CH2:53][CH2:54][O:55][CH3:56])[CH:39]=1)=[O:36], predict the reactants needed to synthesize it. The reactants are: [CH:1]1([N:4]([CH2:37][C:38]2[CH:43]=[C:42]([O:44][CH2:45][CH2:46][N:47]3[CH2:51][CH2:50][CH2:49][CH2:48]3)[CH:41]=[C:40]([CH2:52][CH2:53][CH2:54][O:55][CH3:56])[CH:39]=2)[C:5](=[O:36])[CH:6]([CH2:16][C:17]2[CH:22]=[CH:21][C:20]([O:23][CH2:24][CH2:25][O:26][C:27]3[C:32]([Cl:33])=[CH:31][C:30]([CH3:34])=[CH:29][C:28]=3[Cl:35])=[CH:19][CH:18]=2)[CH2:7][NH:8]C(=O)OC(C)(C)C)[CH2:3][CH2:2]1.Cl. (9) Given the product [C:2]1([C:42]2[CH:41]=[CH:19][CH:18]=[CH:17][CH:16]=2)[CH:7]=[CH:6][C:5]([C:8]2[CH:12]=[C:11]([O:13][B:26]([C:2]3[CH:7]=[CH:6][CH:5]=[CH:4][CH:3]=3)[C:20]3[CH:25]=[CH:24][CH:23]=[CH:22][CH:21]=3)[N:10]([C:14]3[CH:19]=[CH:18][CH:17]=[CH:16][N:15]=3)[N:9]=2)=[CH:4][CH:3]=1, predict the reactants needed to synthesize it. The reactants are: I[C:2]1[CH:7]=[CH:6][C:5]([C:8]2[CH:12]=[C:11]([OH:13])[N:10]([C:14]3[CH:19]=[CH:18][CH:17]=[CH:16][N:15]=3)[N:9]=2)=[CH:4][CH:3]=1.[C:20]1([B:26](O)O)[CH:25]=[CH:24][CH:23]=[CH:22][CH:21]=1.[O-]P([O-])([O-])=O.[K+].[K+].[K+].O1[CH2:42][CH2:41]OCC1. (10) The reactants are: [CH2:1]([C:3]1[CH:4]=[C:5]([C:22]([O:24]C)=[O:23])[C:6](=[O:21])[NH:7][C:8]=1[C:9]1[CH:14]=[CH:13][C:12]([N:15]2[CH2:19][CH2:18][CH:17](O)[CH2:16]2)=[CH:11][CH:10]=1)[CH3:2].CCN(CC)CC.[N-:33]=[N+:34]=[N-:35].[Na+].[Li+].[OH-].Cl. Given the product [N:33]([CH:17]1[CH2:18][CH2:19][N:15]([C:12]2[CH:13]=[CH:14][C:9]([C:8]3[NH:7][C:6](=[O:21])[C:5]([C:22]([OH:24])=[O:23])=[CH:4][C:3]=3[CH2:1][CH3:2])=[CH:10][CH:11]=2)[CH2:16]1)=[N+:34]=[N-:35], predict the reactants needed to synthesize it.